Dataset: Reaction yield outcomes from USPTO patents with 853,638 reactions. Task: Predict the reaction yield, written as a fraction of the theoretical maximum amount of product (1.0 means a 100% yield; for example, 0.34 means a 34% yield). (1) The reactants are [F:1][C:2]1[CH:3]=[C:4]2[C:9]3=[C:10]([O:19][CH2:20][C@H:21]([CH3:22])[N:8]3[CH:7]=[C:6]([C:23]([O:25][CH:26]3[CH2:31][O:30]C(C4C=CC=CC=4)[O:28][CH2:27]3)=[O:24])[C:5]2=[O:38])[C:11]=1[N:12]1[CH2:17][CH2:16][N:15]([CH3:18])[CH2:14][CH2:13]1. The product is [F:1][C:2]1[CH:3]=[C:4]2[C:9]3=[C:10]([O:19][CH2:20][C@H:21]([CH3:22])[N:8]3[CH:7]=[C:6]([C:23]([O:25][CH:26]([CH2:31][OH:30])[CH2:27][OH:28])=[O:24])[C:5]2=[O:38])[C:11]=1[N:12]1[CH2:13][CH2:14][N:15]([CH3:18])[CH2:16][CH2:17]1. The catalyst is ClCCl.CO.[Pd]. The yield is 0.880. (2) The reactants are [Zn](CC)[CH2:2][CH3:3].[CH:6](=[O:13])[C:7]1[CH:12]=[CH:11][CH:10]=[CH:9][CH:8]=1.O. The catalyst is C1(C)C=CC=CC=1. The product is [OH:13][CH:6]([C:7]1[CH:12]=[CH:11][CH:10]=[CH:9][CH:8]=1)[CH2:2][CH3:3]. The yield is 0.314.